From a dataset of Forward reaction prediction with 1.9M reactions from USPTO patents (1976-2016). Predict the product of the given reaction. Given the reactants [H-].[Na+].[CH2:3]([C:5]1([C:16]2[CH:21]=[CH:20][CH:19]=[C:18]([O:22][CH2:23][C:24]3[CH:29]=[CH:28][CH:27]=[CH:26][CH:25]=3)[CH:17]=2)[CH2:11][CH2:10][CH2:9][CH2:8][N:7]([CH2:12][CH2:13][OH:14])[C:6]1=[O:15])[CH3:4].[CH3:30]I, predict the reaction product. The product is: [CH2:3]([C:5]1([C:16]2[CH:21]=[CH:20][CH:19]=[C:18]([O:22][CH2:23][C:24]3[CH:29]=[CH:28][CH:27]=[CH:26][CH:25]=3)[CH:17]=2)[CH2:11][CH2:10][CH2:9][CH2:8][N:7]([CH2:12][CH2:13][O:14][CH3:30])[C:6]1=[O:15])[CH3:4].